From a dataset of Catalyst prediction with 721,799 reactions and 888 catalyst types from USPTO. Predict which catalyst facilitates the given reaction. (1) Reactant: [CH:1]1N=C[N:3]([C:6]([N:8]2C=N[CH:10]=[CH:9]2)=[O:7])[CH:2]=1.[C:13]([C:17]1[CH:18]=[CH:19][C:20]([C:24]2[CH:28]=[C:27]([CH3:29])[NH:26][C:25]=2[CH3:30])=C(C=1)N)([CH3:16])([CH3:15])[CH3:14].[CH3:31][NH:32][C:33]([C:35]1[CH:40]=[C:39]([O:41][C:42]2[CH:48]=CC(N)=[CH:44][CH:43]=2)[CH:38]=[CH:37][N:36]=1)=[O:34]. Product: [C:13]([C:17]1[CH:18]=[CH:19][C:20]([C:24]2[CH:28]=[C:27]([CH3:29])[NH:26][C:25]=2[CH3:30])=[C:9]([NH:8][C:6]([NH:3][C:2]2[CH:1]=[CH:48][C:42]([O:41][C:39]3[CH:38]=[CH:37][N:36]=[C:35]([C:33](=[O:34])[NH:32][CH3:31])[CH:40]=3)=[CH:43][CH:44]=2)=[O:7])[CH:10]=1)([CH3:14])([CH3:15])[CH3:16]. The catalyst class is: 91. (2) Reactant: [CH3:1][C:2]1([CH3:32])[C:10]2[CH:9]=[C:8]3[N:11](S(C4C=CC(C)=CC=4)(=O)=O)[C:12]([NH:14][CH3:15])=[N:13][C:7]3=[CH:6][C:5]=2[N:4]([CH2:26][CH2:27][CH2:28][CH2:29][CH3:30])[C:3]1=[O:31].[C:33](Cl)(=[O:40])[C:34]1[CH:39]=[CH:38][CH:37]=[CH:36][CH:35]=1. Product: [CH3:1][C:2]1([CH3:32])[C:10]2[CH:9]=[C:8]3[NH:11][C:12]([N:14]([CH3:15])[C:33](=[O:40])[C:34]4[CH:39]=[CH:38][CH:37]=[CH:36][CH:35]=4)=[N:13][C:7]3=[CH:6][C:5]=2[N:4]([CH2:26][CH2:27][CH2:28][CH2:29][CH3:30])[C:3]1=[O:31]. The catalyst class is: 17. (3) Reactant: [I:1]([O-])(=O)=O.[K+].[C:6]([N:14]1[C:26]2[CH:25]=[CH:24][CH:23]=[CH:22][C:21]=2[C:20]2[C:15]1=[CH:16][CH:17]=[CH:18][CH:19]=2)(=[O:13])[C:7]1[CH:12]=[CH:11][CH:10]=[CH:9][CH:8]=1.[I-:27].[K+]. Product: [I:27][C:18]1[CH:17]=[CH:16][C:15]2[N:14]([C:6](=[O:13])[C:7]3[CH:12]=[CH:11][CH:10]=[CH:9][CH:8]=3)[C:26]3[C:21]([C:20]=2[CH:19]=1)=[CH:22][C:23]([I:1])=[CH:24][CH:25]=3. The catalyst class is: 15. (4) Reactant: Cl[CH2:2][C:3]1[CH:4]=[C:5]([CH:39]=[CH:40][CH:41]=1)[C:6]([NH:8][C:9]1[CH:32]=[CH:31][C:30]([N:33]2[CH2:38][CH2:37][CH2:36][CH2:35][CH2:34]2)=[CH:29][C:10]=1[C:11]([NH:13][C:14]1[CH:18]=[CH:17][N:16]([C:19]2[CH:24]=[CH:23][CH:22]=[C:21]([C:25]([F:28])([F:27])[F:26])[CH:20]=2)[N:15]=1)=[O:12])=[O:7].[SH:42][C:43]1[CH:51]=[CH:50][C:46]([C:47]([OH:49])=[O:48])=[CH:45][CH:44]=1.C(=O)([O-])[O-].[K+].[K+]. Product: [N:33]1([C:30]2[CH:31]=[CH:32][C:9]([NH:8][C:6]([C:5]3[CH:4]=[C:3]([CH:41]=[CH:40][CH:39]=3)[CH2:2][S:42][C:43]3[CH:51]=[CH:50][C:46]([C:47]([OH:49])=[O:48])=[CH:45][CH:44]=3)=[O:7])=[C:10]([C:11](=[O:12])[NH:13][C:14]3[CH:18]=[CH:17][N:16]([C:19]4[CH:24]=[CH:23][CH:22]=[C:21]([C:25]([F:27])([F:28])[F:26])[CH:20]=4)[N:15]=3)[CH:29]=2)[CH2:34][CH2:35][CH2:36][CH2:37][CH2:38]1. The catalyst class is: 3. (5) Reactant: [H-].[Na+].O.[F:4][C:5]1[CH:6]=[C:7]([CH2:11][OH:12])[CH:8]=[CH:9][CH:10]=1.[Cl:13][C:14]1[CH:19]=[C:18]([N+:20]([O-:22])=[O:21])[CH:17]=[CH:16][C:15]=1F. Product: [Cl:13][C:14]1[CH:19]=[C:18]([N+:20]([O-:22])=[O:21])[CH:17]=[CH:16][C:15]=1[O:12][CH2:11][C:7]1[CH:8]=[CH:9][CH:10]=[C:5]([F:4])[CH:6]=1. The catalyst class is: 3. (6) Reactant: [Cl:1][C:2]1[C:9]([Cl:10])=[CH:8][CH:7]=[C:6]([Cl:11])[C:3]=1[CH:4]=[O:5].C[Mg+].[Br-].[CH2:15](OCCCC)CCC. Product: [Cl:1][C:2]1[C:9]([Cl:10])=[CH:8][CH:7]=[C:6]([Cl:11])[C:3]=1[CH:4]([OH:5])[CH3:15]. The catalyst class is: 1. (7) Reactant: [CH2:1]([OH:3])[CH3:2].[H-].[Na+].[Cl:6][C:7]1[CH:23]=[C:22]([Cl:24])[CH:21]=[CH:20][C:8]=1[CH2:9][NH:10][C:11](=[O:19])[C:12]1[CH:17]=[CH:16][C:15](F)=[N:14][CH:13]=1. Product: [Cl:6][C:7]1[CH:23]=[C:22]([Cl:24])[CH:21]=[CH:20][C:8]=1[CH2:9][NH:10][C:11](=[O:19])[C:12]1[CH:17]=[CH:16][C:15]([O:3][CH2:1][CH3:2])=[N:14][CH:13]=1. The catalyst class is: 80.